This data is from Merck oncology drug combination screen with 23,052 pairs across 39 cell lines. The task is: Regression. Given two drug SMILES strings and cell line genomic features, predict the synergy score measuring deviation from expected non-interaction effect. (1) Drug 1: CCC1=CC2CN(C1)Cc1c([nH]c3ccccc13)C(C(=O)OC)(c1cc3c(cc1OC)N(C)C1C(O)(C(=O)OC)C(OC(C)=O)C4(CC)C=CCN5CCC31C54)C2. Drug 2: CC1(c2nc3c(C(N)=O)cccc3[nH]2)CCCN1. Cell line: T47D. Synergy scores: synergy=-62.1. (2) Cell line: NCIH520. Drug 2: NC(=O)c1cccc2cn(-c3ccc(C4CCCNC4)cc3)nc12. Synergy scores: synergy=0.647. Drug 1: COc1cccc2c1C(=O)c1c(O)c3c(c(O)c1C2=O)CC(O)(C(=O)CO)CC3OC1CC(N)C(O)C(C)O1. (3) Drug 1: Cn1nnc2c(C(N)=O)ncn2c1=O. Drug 2: Cn1c(=O)n(-c2ccc(C(C)(C)C#N)cc2)c2c3cc(-c4cnc5ccccc5c4)ccc3ncc21. Cell line: RPMI7951. Synergy scores: synergy=25.3.